Dataset: Forward reaction prediction with 1.9M reactions from USPTO patents (1976-2016). Task: Predict the product of the given reaction. (1) Given the reactants [F:1][C:2]1[CH:7]=[CH:6][C:5]([NH:8][C:9]([C:11]2[N:15]([CH3:16])[CH:14]=[C:13]([C:17](=[O:21])[C:18]([OH:20])=O)[CH:12]=2)=[O:10])=[CH:4][C:3]=1[CH3:22].Cl.[O:24]1[CH2:28][CH2:27][C@H:26]([NH2:29])[CH2:25]1.C(N(CC)C(C)C)(C)C.F[P-](F)(F)(F)(F)F.N1(OC(N(C)C)=[N+](C)C)C2N=CC=CC=2N=N1, predict the reaction product. The product is: [F:1][C:2]1[CH:7]=[CH:6][C:5]([NH:8][C:9]([C:11]2[N:15]([CH3:16])[CH:14]=[C:13]([C:17](=[O:21])[C:18](=[O:20])[NH:29][C@H:26]3[CH2:27][CH2:28][O:24][CH2:25]3)[CH:12]=2)=[O:10])=[CH:4][C:3]=1[CH3:22]. (2) Given the reactants [C:1]([NH:9][NH2:10])(=O)[C:2]1[CH:7]=[CH:6][CH:5]=[N:4][CH:3]=1.[OH-].[Na+].S(O)(O)(=O)=O.CS[C:20](=[NH:22])[NH2:21], predict the reaction product. The product is: [N:4]1[CH:5]=[CH:6][CH:7]=[C:2]([C:1]2[N:21]=[C:20]([NH2:22])[NH:10][N:9]=2)[CH:3]=1. (3) The product is: [CH3:21][C:22]1[CH:23]=[N:24][N:25]([C:2]2[CH:7]=[C:6]([C:8]([F:11])([F:10])[F:9])[CH:5]=[C:4]([N+:12]([O-:14])=[O:13])[CH:3]=2)[CH:26]=1. Given the reactants F[C:2]1[CH:7]=[C:6]([C:8]([F:11])([F:10])[F:9])[CH:5]=[C:4]([N+:12]([O-:14])=[O:13])[CH:3]=1.C([O-])([O-])=O.[K+].[K+].[CH3:21][C:22]1[CH:23]=[N:24][NH:25][CH:26]=1, predict the reaction product. (4) Given the reactants [N:1]1[CH:6]=[CH:5][CH:4]=[C:3]2[CH:7]([NH2:16])[C:8]3[CH:15]=[CH:14][CH:13]=[CH:12][C:9]=3[CH2:10][CH2:11][C:2]=12.[C:17](=S)=[S:18].C(Cl)CCl, predict the reaction product. The product is: [N:16]([CH:7]1[C:3]2[C:2](=[N:1][CH:6]=[CH:5][CH:4]=2)[CH2:11][CH2:10][C:9]2[CH:12]=[CH:13][CH:14]=[CH:15][C:8]1=2)=[C:17]=[S:18]. (5) Given the reactants [CH2:1]([N:8]([C@H:28]([CH:30]1[CH2:32][CH2:31]1)[CH3:29])[C:9](=[O:27])[CH2:10][N:11]1[C:24](=[O:25])[C:14]2([C:22]3[C:17](=[CH:18][C:19](Br)=[CH:20][CH:21]=3)[CH2:16][CH2:15]2)[NH:13][C:12]1=[O:26])[C:2]1[CH:7]=[CH:6][CH:5]=[CH:4][CH:3]=1.[CH3:33][N:34](C=O)C, predict the reaction product. The product is: [CH2:1]([N:8]([C@H:28]([CH:30]1[CH2:32][CH2:31]1)[CH3:29])[C:9](=[O:27])[CH2:10][N:11]1[C:24](=[O:25])[C:14]2([C:22]3[C:17](=[CH:18][C:19]([C:33]#[N:34])=[CH:20][CH:21]=3)[CH2:16][CH2:15]2)[NH:13][C:12]1=[O:26])[C:2]1[CH:7]=[CH:6][CH:5]=[CH:4][CH:3]=1. (6) Given the reactants [S:1]1[C:5]2[CH:6]=[CH:7][CH:8]=[CH:9][C:4]=2[C:3]([N:10]2[CH2:15][CH2:14][N:13]([CH2:16][CH2:17][C:18]3[CH:19]=[C:20]4[C:24](=[CH:25][CH:26]=3)[CH2:23][C@@H:22]([NH:27][C:28](=[O:30])[CH3:29])[CH2:21]4)[CH2:12][CH2:11]2)=[N:2]1.Br[CH2:32][CH:33]1[CH2:35][CH2:34]1, predict the reaction product. The product is: [S:1]1[C:5]2[CH:6]=[CH:7][CH:8]=[CH:9][C:4]=2[C:3]([N:10]2[CH2:15][CH2:14][N:13]([CH2:16][CH2:17][C:18]3[CH:19]=[C:20]4[C:24](=[CH:25][CH:26]=3)[CH2:23][C@@H:22]([N:27]([CH2:32][CH:33]3[CH2:35][CH2:34]3)[C:28](=[O:30])[CH3:29])[CH2:21]4)[CH2:12][CH2:11]2)=[N:2]1. (7) Given the reactants [CH2:1]([CH2:3][NH2:4])[OH:2].C1COCC1.[NH2:10][C:11]1[N:16]=[CH:15][N:14]=[C:13]2[N:17]([CH:20]([C:22]3[C:23]([O:39][CH3:40])=[C:24]([C:30]4[CH:35]=[CH:34][N:33]=[C:32]([C:36](O)=[O:37])[CH:31]=4)[C:25]([CH3:29])=[C:26]([Cl:28])[CH:27]=3)[CH3:21])[N:18]=[CH:19][C:12]=12.F[P-](F)(F)(F)(F)F.N1(O[P+](N(C)C)(N(C)C)N(C)C)C2C=CC=CC=2N=N1.C(N(CC)CC)C, predict the reaction product. The product is: [NH2:10][C:11]1[N:16]=[CH:15][N:14]=[C:13]2[N:17]([CH:20]([C:22]3[C:23]([O:39][CH3:40])=[C:24]([C:30]4[CH:35]=[CH:34][N:33]=[C:32]([C:36]([NH:4][CH2:3][CH2:1][OH:2])=[O:37])[CH:31]=4)[C:25]([CH3:29])=[C:26]([Cl:28])[CH:27]=3)[CH3:21])[N:18]=[CH:19][C:12]=12.